Predict the reactants needed to synthesize the given product. From a dataset of Full USPTO retrosynthesis dataset with 1.9M reactions from patents (1976-2016). (1) Given the product [CH2:1]([O:5][C:6]1[CH:7]=[C:8]([C:12]2[CH:17]=[CH:16][N:15]=[C:14]([NH:19][CH2:20][CH2:21][C:22]3[CH:27]=[CH:26][C:25]([OH:28])=[C:24]([O:29][CH3:30])[CH:23]=3)[N:13]=2)[CH:9]=[CH:10][CH:11]=1)[CH2:2][CH2:3][CH3:4], predict the reactants needed to synthesize it. The reactants are: [CH2:1]([O:5][C:6]1[CH:7]=[C:8]([C:12]2[CH:17]=[CH:16][N:15]=[C:14](Cl)[N:13]=2)[CH:9]=[CH:10][CH:11]=1)[CH2:2][CH2:3][CH3:4].[NH2:19][CH2:20][CH2:21][C:22]1[CH:27]=[CH:26][C:25]([OH:28])=[C:24]([O:29][CH3:30])[CH:23]=1. (2) Given the product [OH:23][NH:22][C:17]([C:11]1[C:12]2[O:16][CH:15]=[CH:14][C:13]=2[C:8]([O:7][CH2:6][O:5][CH2:4][CH2:3][Si:2]([CH3:20])([CH3:19])[CH3:1])=[CH:9][CH:10]=1)=[NH:18], predict the reactants needed to synthesize it. The reactants are: [CH3:1][Si:2]([CH3:20])([CH3:19])[CH2:3][CH2:4][O:5][CH2:6][O:7][C:8]1[C:13]2[CH:14]=[CH:15][O:16][C:12]=2[C:11]([C:17]#[N:18])=[CH:10][CH:9]=1.Cl.[NH2:22][OH:23].C(=O)(O)[O-].[Na+]. (3) Given the product [Br:16][C:17]1[CH:22]=[CH:21][C:20]([CH2:23][CH2:15][C@H:9]2[C:10]3[C:5](=[CH:4][C:3]([O:2][CH3:1])=[C:12]([O:13][CH3:14])[CH:11]=3)[CH2:6][CH2:7][NH:8]2)=[CH:19][CH:18]=1, predict the reactants needed to synthesize it. The reactants are: [CH3:1][O:2][C:3]1[CH:4]=[C:5]2[C:10](=[CH:11][C:12]=1[O:13][CH3:14])[C:9]([CH3:15])=[N:8][CH2:7][CH2:6]2.[Br:16][C:17]1[CH:22]=[CH:21][C:20]([CH2:23]Br)=[CH:19][CH:18]=1. (4) Given the product [Cl:18][C:2]1[N:3]=[C:4]2[N:9]=[CH:8][CH:7]=[CH:6][N:5]2[C:10]=1[C:11]([O:13][CH2:14][CH3:15])=[O:12], predict the reactants needed to synthesize it. The reactants are: O[C:2]1[N:3]=[C:4]2[N:9]=[CH:8][CH:7]=[CH:6][N:5]2[C:10]=1[C:11]([O:13][CH2:14][CH3:15])=[O:12].P(Cl)(Cl)([Cl:18])=O. (5) Given the product [CH2:12]([O:11][C:9]([NH:8][CH2:7][CH2:6][NH:19][CH2:20][CH:21]1[CH2:26][CH2:25][CH2:24][CH2:23][N:22]1[C:27]([O:29][C:30]([CH3:33])([CH3:32])[CH3:31])=[O:28])=[O:10])[C:13]1[CH:18]=[CH:17][CH:16]=[CH:15][CH:14]=1, predict the reactants needed to synthesize it. The reactants are: CS(O[CH2:6][CH2:7][NH:8][C:9]([O:11][CH2:12][C:13]1[CH:18]=[CH:17][CH:16]=[CH:15][CH:14]=1)=[O:10])(=O)=O.[NH2:19][CH2:20][CH:21]1[CH2:26][CH2:25][CH2:24][CH2:23][N:22]1[C:27]([O:29][C:30]([CH3:33])([CH3:32])[CH3:31])=[O:28].C(=O)([O-])[O-].[K+].[K+]. (6) Given the product [OH:8][C:5]1[CH:6]=[CH:7][C:2]([NH:1][CH2:15][C:11]2[CH:12]=[N:13][CH:14]=[CH:9][CH:10]=2)=[CH:3][CH:4]=1, predict the reactants needed to synthesize it. The reactants are: [NH2:1][C:2]1[CH:7]=[CH:6][C:5]([OH:8])=[CH:4][CH:3]=1.[CH:9]1[CH:14]=[N:13][CH:12]=[C:11]([CH:15]=O)[CH:10]=1.[BH4-].[Na+]. (7) Given the product [Si:1]([O:8][CH2:9][C:10]([N:17]([O:18][CH3:19])[CH3:16])=[O:12])([C:4]([CH3:5])([CH3:6])[CH3:7])([CH3:2])[CH3:3], predict the reactants needed to synthesize it. The reactants are: [Si:1]([O:8][CH2:9][C:10]([O:12]CC)=O)([C:4]([CH3:7])([CH3:6])[CH3:5])([CH3:3])[CH3:2].Cl.[CH3:16][NH:17][O:18][CH3:19].C([Mg]Cl)(C)C. (8) Given the product [Br:22][C:23]1[CH:24]=[C:25]2[C:30](=[CH:31][CH:32]=1)[C:29](=[O:33])[NH:28][CH:27]=[C:26]2[S:34]([N:4]1[CH2:5][CH2:6][CH2:7][N:1]([C:8]([O:10][C:11]([CH3:14])([CH3:13])[CH3:12])=[O:9])[CH2:2][CH2:3]1)(=[O:36])=[O:35], predict the reactants needed to synthesize it. The reactants are: [N:1]1([C:8]([O:10][C:11]([CH3:14])([CH3:13])[CH3:12])=[O:9])[CH2:7][CH2:6][CH2:5][NH:4][CH2:3][CH2:2]1.C(N(CC)CC)C.[Br:22][C:23]1[CH:24]=[C:25]2[C:30](=[CH:31][CH:32]=1)[C:29](=[O:33])[NH:28][CH:27]=[C:26]2[S:34](Cl)(=[O:36])=[O:35].